This data is from Catalyst prediction with 721,799 reactions and 888 catalyst types from USPTO. The task is: Predict which catalyst facilitates the given reaction. (1) Reactant: CC(O)CNCC(O)C.C(OC(OCC)[N:14]1[CH:18]=[CH:17][N:16]=[CH:15]1)C.[N:22]1[C:31]2[C:26](=[CH:27][CH:28]=[CH:29][CH:30]=2)[CH:25]=[CH:24][C:23]=1[CH2:32][O:33][C:34]1[CH:39]=[CH:38][C:37]([CH2:40][CH2:41][N:42]2[CH2:47][CH2:46][C:45](=[C:48]3[C:54]4[CH:55]=[CH:56][CH:57]=[CH:58][C:53]=4[CH2:52][CH2:51][N:50]4[C:59]([CH:62]=[O:63])=[CH:60][N:61]=[C:49]34)[CH2:44][CH2:43]2)=[CH:36][CH:35]=1.C([O-])([O-])=O.[K+].[K+]. Product: [NH:14]1[CH:18]=[CH:17][N:16]=[C:15]1[CH:62]([C:59]1[N:50]2[C:49]([C:48](=[C:45]3[CH2:44][CH2:43][N:42]([CH2:41][CH2:40][C:37]4[CH:38]=[CH:39][C:34]([O:33][CH2:32][C:23]5[CH:24]=[CH:25][C:26]6[C:31](=[CH:30][CH:29]=[CH:28][CH:27]=6)[N:22]=5)=[CH:35][CH:36]=4)[CH2:47][CH2:46]3)[C:54]3[CH:55]=[CH:56][CH:57]=[CH:58][C:53]=3[CH2:52][CH2:51]2)=[N:61][CH:60]=1)[OH:63]. The catalyst class is: 559. (2) Reactant: [CH:1]1([CH2:4][NH:5][C:6]2[N:11]=[C:10]([C:12]3[CH:26]=[CH:25][C:15]([CH2:16][NH:17]C(OC(C)(C)C)=O)=[CH:14][CH:13]=3)[CH:9]=[CH:8][N:7]=2)[CH2:3][CH2:2]1.FC(F)(F)C(O)=O. Product: [CH:1]1([CH2:4][NH:5][C:6]2[N:11]=[C:10]([C:12]3[CH:13]=[CH:14][C:15]([CH2:16][NH2:17])=[CH:25][CH:26]=3)[CH:9]=[CH:8][N:7]=2)[CH2:3][CH2:2]1. The catalyst class is: 2.